From a dataset of Full USPTO retrosynthesis dataset with 1.9M reactions from patents (1976-2016). Predict the reactants needed to synthesize the given product. (1) Given the product [NH2:1][C:2]1[C:7]2[C:8](=[O:36])[N:9]([C:13]3[CH:18]=[CH:17][C:16]([C@@H:19]4[CH2:26][CH2:25][C@H:24]5[C@@H:20]4[CH2:21][CH2:22][C@H:23]5[CH:27]([C:28]([OH:30])=[O:29])[C:32]([OH:34])=[O:33])=[CH:15][CH:14]=3)[CH2:10][CH2:11][O:12][C:6]=2[N:5]=[CH:4][N:3]=1, predict the reactants needed to synthesize it. The reactants are: [NH2:1][C:2]1[C:7]2[C:8](=[O:36])[N:9]([C:13]3[CH:18]=[CH:17][C:16]([C@@H:19]4[CH2:26][CH2:25][C@H:24]5[C@@H:20]4[CH2:21][CH2:22][C@H:23]5[CH:27]([C:32]([O:34]C)=[O:33])[C:28]([O:30]C)=[O:29])=[CH:15][CH:14]=3)[CH2:10][CH2:11][O:12][C:6]=2[N:5]=[CH:4][N:3]=1.O.[OH-].[Li+]. (2) Given the product [CH2:1]([C@@:8]12[CH2:21][CH2:20][C@:19]([OH:26])([C:22]([F:24])([F:25])[F:23])[CH2:18][C@H:17]1[CH:16]=[C:15]([CH3:27])[C:14]1[CH:13]=[C:12]([C:29]([O:31][CH3:32])=[O:30])[CH:11]=[CH:10][C:9]2=1)[C:2]1[CH:7]=[CH:6][CH:5]=[CH:4][CH:3]=1, predict the reactants needed to synthesize it. The reactants are: [CH2:1]([C@@:8]12[CH2:21][CH2:20][C@:19]([OH:26])([C:22]([F:25])([F:24])[F:23])[CH2:18][C@H:17]1[CH2:16][C:15](O)([CH3:27])[C:14]1[CH:13]=[C:12]([C:29]([O:31][CH3:32])=[O:30])[CH:11]=[CH:10][C:9]2=1)[C:2]1[CH:7]=[CH:6][CH:5]=[CH:4][CH:3]=1.O.C1(C)C=CC(S(O)(=O)=O)=CC=1. (3) Given the product [CH2:1]([N:5]([S:15]([C:18]1[CH:23]=[CH:22][C:21]([N+:24]([O-:26])=[O:25])=[CH:20][CH:19]=1)(=[O:17])=[O:16])[C@H:6]([C:12]([OH:14])=[O:13])[CH2:7][CH2:8][CH2:9][CH2:10][NH:11][C:33](=[O:34])[CH:32]=[CH:31][C:30]1[CH:36]=[CH:37][CH:38]=[C:39]([O:40][CH3:41])[C:29]=1[O:28][CH3:27])[CH:2]([CH3:4])[CH3:3], predict the reactants needed to synthesize it. The reactants are: [CH2:1]([N:5]([S:15]([C:18]1[CH:23]=[CH:22][C:21]([N+:24]([O-:26])=[O:25])=[CH:20][CH:19]=1)(=[O:17])=[O:16])[C@H:6]([C:12]([OH:14])=[O:13])[CH2:7][CH2:8][CH2:9][CH2:10][NH2:11])[CH:2]([CH3:4])[CH3:3].[CH3:27][O:28][C:29]1[C:39]([O:40][CH3:41])=[CH:38][CH:37]=[CH:36][C:30]=1[CH:31]=[CH:32][C:33](O)=[O:34].